From a dataset of Forward reaction prediction with 1.9M reactions from USPTO patents (1976-2016). Predict the product of the given reaction. Given the reactants [CH2:1]([NH:5][C:6](=[O:43])[C@H:7]([CH3:42])[CH2:8][C@H:9]([OH:41])[C@@H:10]([NH:33][C:34]([O:36][C:37]([CH3:40])([CH3:39])[CH3:38])=[O:35])[CH2:11][C@@H:12]([CH:30]([CH3:32])[CH3:31])[CH2:13][C:14]1[CH:19]=[CH:18][C:17]([O:20][CH3:21])=[C:16]([O:22]CC2C=CC=CC=2)[CH:15]=1)[CH2:2][CH2:3][CH3:4], predict the reaction product. The product is: [CH2:1]([NH:5][C:6](=[O:43])[C@H:7]([CH3:42])[CH2:8][C@H:9]([OH:41])[C@@H:10]([NH:33][C:34]([O:36][C:37]([CH3:38])([CH3:40])[CH3:39])=[O:35])[CH2:11][C@@H:12]([CH:30]([CH3:31])[CH3:32])[CH2:13][C:14]1[CH:19]=[CH:18][C:17]([O:20][CH3:21])=[C:16]([OH:22])[CH:15]=1)[CH2:2][CH2:3][CH3:4].